From a dataset of Forward reaction prediction with 1.9M reactions from USPTO patents (1976-2016). Predict the product of the given reaction. (1) Given the reactants [CH3:1][O:2][C:3]1[CH:4]=[C:5]2[C:10](=[CH:11][C:12]=1[O:13][CH3:14])[N:9]=[N:8][CH:7]=[C:6]2[N:15]1[CH2:20][CH2:19][CH:18]([NH2:21])[CH2:17][CH2:16]1.[CH3:22][O:23][C:24]1[CH:31]=[CH:30][C:27]([CH:28]=O)=[CH:26][CH:25]=1.C([BH3-])#N.[Na+], predict the reaction product. The product is: [CH3:1][O:2][C:3]1[CH:4]=[C:5]2[C:10](=[CH:11][C:12]=1[O:13][CH3:14])[N:9]=[N:8][CH:7]=[C:6]2[N:15]1[CH2:16][CH2:17][CH:18]([NH:21][CH2:28][C:27]2[CH:30]=[CH:31][C:24]([O:23][CH3:22])=[CH:25][CH:26]=2)[CH2:19][CH2:20]1. (2) Given the reactants [N:1]1[C:9]2[C:4](=[N:5][CH:6]=[CH:7][CH:8]=2)[N:3]([C:10]2[CH:20]=[CH:19][C:13]([C:14]([O:16]CC)=O)=[CH:12][CH:11]=2)[CH:2]=1.Cl.[CH3:22][C:23]1[CH:28]=[C:27]([CH3:29])[CH:26]=[CH:25][C:24]=1[C:30]([CH:32]1[CH2:37][CH2:36][NH:35][CH2:34][CH2:33]1)=[O:31], predict the reaction product. The product is: [CH3:22][C:23]1[CH:28]=[C:27]([CH3:29])[CH:26]=[CH:25][C:24]=1[C:30]([CH:32]1[CH2:37][CH2:36][N:35]([C:14]([C:13]2[CH:12]=[CH:11][C:10]([N:3]3[C:4]4=[N:5][CH:6]=[CH:7][CH:8]=[C:9]4[N:1]=[CH:2]3)=[CH:20][CH:19]=2)=[O:16])[CH2:34][CH2:33]1)=[O:31]. (3) Given the reactants [Br:1][C:2]1[N:7]=[C:6]([NH:8][CH2:9][C:10]2[C:11]([F:21])=[C:12]3[C:17](=[CH:18][C:19]=2[F:20])[N:16]=[CH:15][CH:14]=[CH:13]3)[C:5]([NH2:22])=[N:4][CH:3]=1.[N:23]([O-])=O.[Na+], predict the reaction product. The product is: [Br:1][C:2]1[N:7]=[C:6]2[N:8]([CH2:9][C:10]3[C:11]([F:21])=[C:12]4[C:17](=[CH:18][C:19]=3[F:20])[N:16]=[CH:15][CH:14]=[CH:13]4)[N:23]=[N:22][C:5]2=[N:4][CH:3]=1.